Dataset: Full USPTO retrosynthesis dataset with 1.9M reactions from patents (1976-2016). Task: Predict the reactants needed to synthesize the given product. (1) The reactants are: [CH2:1]([O:8][C@H:9]1[C@H:15]([O:16][CH2:17][C:18]2[CH:23]=[CH:22][CH:21]=[CH:20][CH:19]=2)[C@@H:14]([O:24][CH2:25][C:26]2[CH:31]=[CH:30][CH:29]=[CH:28][CH:27]=2)[C@:13]2([C:33]3[CH:38]=[CH:37][C:36]([Cl:39])=[C:35]([CH2:40][C:41]4[CH:46]=[CH:45][C:44]([O:47][CH2:48][CH3:49])=[CH:43][CH:42]=4)[CH:34]=3)[O:32][C@@:10]1([CH:50]([OH:52])[CH3:51])[CH2:11][O:12]2)[C:2]1[CH:7]=[CH:6][CH:5]=[CH:4][CH:3]=1.[C:53](OCCl)(=[O:58])[C:54]([CH3:57])([CH3:56])[CH3:55].[H-].[Na+]. Given the product [CH3:55][C:54]([CH3:57])([CH3:56])[C:53]([O:52][CH:50]([C@:10]12[O:32][C@:13]([C:33]3[CH:38]=[CH:37][C:36]([Cl:39])=[C:35]([CH2:40][C:41]4[CH:42]=[CH:43][C:44]([O:47][CH2:48][CH3:49])=[CH:45][CH:46]=4)[CH:34]=3)([O:12][CH2:11]1)[C@H:14]([O:24][CH2:25][C:26]1[CH:31]=[CH:30][CH:29]=[CH:28][CH:27]=1)[C@@H:15]([O:16][CH2:17][C:18]1[CH:19]=[CH:20][CH:21]=[CH:22][CH:23]=1)[C@@H:9]2[O:8][CH2:1][C:2]1[CH:7]=[CH:6][CH:5]=[CH:4][CH:3]=1)[CH3:51])=[O:58], predict the reactants needed to synthesize it. (2) Given the product [F:19][C:2]([F:1])([F:18])[C:3]1[CH:4]=[C:5]([CH:15]=[CH:16][CH:17]=1)[CH2:6][O:7][N:8]=[C:9]1[CH2:14][CH2:13][N:12]([C:20](=[O:27])[C:21]2[CH:26]=[CH:25][CH:24]=[CH:23][CH:22]=2)[CH2:11][CH2:10]1, predict the reactants needed to synthesize it. The reactants are: [F:1][C:2]([F:19])([F:18])[C:3]1[CH:4]=[C:5]([CH:15]=[CH:16][CH:17]=1)[CH2:6][O:7][N:8]=[C:9]1[CH2:14][CH2:13][NH:12][CH2:11][CH2:10]1.[C:20](O)(=[O:27])[C:21]1[CH:26]=[CH:25][CH:24]=[CH:23][CH:22]=1.ON1C2C=CC=CC=2N=N1.Cl.C(N=C=NCCCN(C)C)C.C([O-])(O)=O.[Na+]. (3) Given the product [F:25][C:22]1[CH:23]=[CH:24][C:12]2[N:11]=[C:10]([CH:8]([NH2:7])[CH3:9])[N:14]([C:15]3[CH:20]=[CH:19][N:18]=[CH:17][CH:16]=3)[C:13]=2[CH:21]=1, predict the reactants needed to synthesize it. The reactants are: C(OC(=O)[NH:7][CH:8]([C:10]1[N:14]([C:15]2[CH:20]=[CH:19][N:18]=[CH:17][CH:16]=2)[C:13]2[CH:21]=[C:22]([F:25])[CH:23]=[CH:24][C:12]=2[N:11]=1)[CH3:9])(C)(C)C. (4) Given the product [OH:8][C:5]1[CH:6]=[CH:7][C:2]([C:13]2[CH:12]=[C:11]([F:10])[CH:16]=[C:15]([F:17])[CH:14]=2)=[C:3]([F:9])[CH:4]=1, predict the reactants needed to synthesize it. The reactants are: Br[C:2]1[CH:7]=[CH:6][C:5]([OH:8])=[CH:4][C:3]=1[F:9].[F:10][C:11]1[CH:12]=[C:13](B(O)O)[CH:14]=[C:15]([F:17])[CH:16]=1.C(=O)([O-])[O-].[K+].[K+].CC(O)C. (5) Given the product [CH:17]1[C:30]2[C:21](=[CH:22][C:23]3[C:28]([C:29]=2[C:31]2[NH:37][C:7]4[C:6]([N:38]=2)=[C:5]2[C:14](=[C:13]5[C:8]=4[CH:9]=[CH:10][CH:11]=[N:12]5)[N:1]=[CH:2][CH:3]=[CH:4]2)=[CH:27][CH:26]=[CH:25][CH:24]=3)[CH:20]=[CH:19][CH:18]=1, predict the reactants needed to synthesize it. The reactants are: [N:1]1[C:14]2[C:13]3[C:8](=[CH:9][CH:10]=[CH:11][N:12]=3)[C:7](=O)[C:6](=O)[C:5]=2[CH:4]=[CH:3][CH:2]=1.[CH:17]1[C:30]2[C:21](=[CH:22][C:23]3[C:28]([C:29]=2[CH:31]=O)=[CH:27][CH:26]=[CH:25][CH:24]=3)[CH:20]=[CH:19][CH:18]=1.C([O-])(=O)C.[NH4+:37].[NH3:38]. (6) Given the product [CH3:16][O:15][C:12]1[CH:13]=[CH:14][C:9]([CH2:8][CH:7]2[CH:2]3[CH:3]([NH:34][C:37](=[O:46])[O:1]3)[CH2:4][S:5](=[O:27])(=[O:28])[CH2:6]2)=[CH:10][C:11]=1[CH2:17][C@H:18]1[CH2:22][O:21][C:20](=[O:23])[N:19]1[CH2:24][CH2:25][CH3:26], predict the reactants needed to synthesize it. The reactants are: [OH:1][CH:2]1[CH:7]([CH2:8][C:9]2[CH:14]=[CH:13][C:12]([O:15][CH3:16])=[C:11]([CH2:17][C@H:18]3[CH2:22][O:21][C:20](=[O:23])[N:19]3[CH2:24][CH2:25][CH3:26])[CH:10]=2)[CH2:6][S:5](=[O:28])(=[O:27])[CH2:4][CH:3]1C(O)=O.CC[N:34]([CH2:37]C)CC.C1C=CC(P(N=[N+]=[N-])(C2C=CC=CC=2)=[O:46])=CC=1.